From a dataset of Catalyst prediction with 721,799 reactions and 888 catalyst types from USPTO. Predict which catalyst facilitates the given reaction. (1) Reactant: [NH2:1][C:2]1[C:3]2[C:10]([C:11]3[CH:25]=[CH:24][C:14]([O:15][C:16]4[CH:23]=[CH:22][CH:21]=[CH:20][C:17]=4[CH:18]=O)=[CH:13][CH:12]=3)=[CH:9][N:8]([CH:26]3[CH2:30][CH2:29][O:28][CH2:27]3)[C:4]=2[N:5]=[CH:6][N:7]=1.[NH:31]1[CH2:36][CH2:35][O:34][CH2:33][CH2:32]1.C(O[BH-](OC(=O)C)OC(=O)C)(=O)C.[Na+].C(=O)(O)[O-].[Na+]. Product: [O:34]1[CH2:35][CH2:36][N:31]([CH2:18][C:17]2[CH:20]=[CH:21][CH:22]=[CH:23][C:16]=2[O:15][C:14]2[CH:13]=[CH:12][C:11]([C:10]3[C:3]4[C:2]([NH2:1])=[N:7][CH:6]=[N:5][C:4]=4[N:8]([CH:26]4[CH2:30][CH2:29][O:28][CH2:27]4)[CH:9]=3)=[CH:25][CH:24]=2)[CH2:32][CH2:33]1. The catalyst class is: 26. (2) Reactant: Cl.C(OC([N:9]1[C:17]2[C:12](=[CH:13][C:14]([N:18]3[CH2:22][CH2:21][N:20]([C:23]4[CH:24]=[N:25][CH:26]=[CH:27][C:28]=4[CH3:29])[C:19]3=[O:30])=[CH:15][CH:16]=2)[CH:11]=[CH:10]1)=O)(C)(C)C.C([O-])(O)=O.[Na+]. Product: [NH:9]1[C:17]2[C:12](=[CH:13][C:14]([N:18]3[CH2:22][CH2:21][N:20]([C:23]4[CH:24]=[N:25][CH:26]=[CH:27][C:28]=4[CH3:29])[C:19]3=[O:30])=[CH:15][CH:16]=2)[CH:11]=[CH:10]1. The catalyst class is: 254. (3) Reactant: [Cl:1][C:2]1[N:7]=[CH:6][N:5]=[C:4]([C:8](=[O:10])[CH3:9])[CH:3]=1.[CH3:11][Mg]Br. Product: [Cl:1][C:2]1[N:7]=[CH:6][N:5]=[C:4]([C:8]([OH:10])([CH3:11])[CH3:9])[CH:3]=1. The catalyst class is: 1. (4) Reactant: F[C:2]1[CH:7]=[CH:6][C:5]([N+:8]([O-:10])=[O:9])=[CH:4][C:3]=1[F:11].[NH:12]1[CH2:17][CH2:16][NH:15][CH2:14][CH2:13]1.C(OCC)(=O)C. Product: [F:11][C:3]1[CH:4]=[C:5]([N+:8]([O-:10])=[O:9])[CH:6]=[CH:7][C:2]=1[N:12]1[CH2:17][CH2:16][NH:15][CH2:14][CH2:13]1. The catalyst class is: 23.